From a dataset of Forward reaction prediction with 1.9M reactions from USPTO patents (1976-2016). Predict the product of the given reaction. (1) Given the reactants [OH:1][C:2]1[CH:10]=[CH:9][C:5]([C:6]([OH:8])=[O:7])=[CH:4][CH:3]=1.[CH2:11]([O:13][C:14](=[O:21])[CH2:15][O:16][CH2:17][C:18](Cl)=[O:19])[CH3:12], predict the reaction product. The product is: [CH2:11]([O:13][C:14]([CH2:15][O:16][CH2:17][C:18]([C:3]1[CH:4]=[C:5]([CH:9]=[CH:10][C:2]=1[OH:1])[C:6]([OH:8])=[O:7])=[O:19])=[O:21])[CH3:12]. (2) Given the reactants [F:1][C:2]([F:26])([F:25])[C:3]1[CH:4]=[C:5]([C:9]2[N:10]=[C:11]([CH:14]3[CH2:19][CH2:18][CH:17]([CH2:20][NH:21][C:22](=O)[CH3:23])[CH2:16][CH2:15]3)[NH:12][CH:13]=2)[CH:6]=[CH:7][CH:8]=1.CSC.B.CO, predict the reaction product. The product is: [CH2:22]([NH:21][CH2:20][CH:17]1[CH2:16][CH2:15][CH:14]([C:11]2[NH:12][CH:13]=[C:9]([C:5]3[CH:6]=[CH:7][CH:8]=[C:3]([C:2]([F:25])([F:26])[F:1])[CH:4]=3)[N:10]=2)[CH2:19][CH2:18]1)[CH3:23]. (3) The product is: [C:49]([O:52][CH2:53][CH2:54][CH2:55][S:56]([NH:59][C:31](=[O:32])[C:30]1[CH:29]=[CH:28][C:27]([CH2:26][CH2:25][N:11]2[C:12]([CH2:16][N:17]3[CH2:21][CH2:20][CH2:19][C@@H:18]3[CH2:22][CH2:23][CH3:24])=[C:13]([Cl:15])[CH:14]=[C:9]([Cl:8])[C:10]2=[O:36])=[CH:35][CH:34]=1)(=[O:57])=[O:58])(=[O:51])[CH3:50]. Given the reactants FC(F)(F)C(O)=O.[Cl:8][C:9]1[C:10](=[O:36])[N:11]([CH2:25][CH2:26][C:27]2[CH:35]=[CH:34][C:30]([C:31](O)=[O:32])=[CH:29][CH:28]=2)[C:12]([CH2:16][N:17]2[CH2:21][CH2:20][CH2:19][C@@H:18]2[CH2:22][CH2:23][CH3:24])=[C:13]([Cl:15])[CH:14]=1.C1N=CN(C(N2C=NC=C2)=O)C=1.[C:49]([O:52][CH2:53][CH2:54][CH2:55][S:56]([NH2:59])(=[O:58])=[O:57])(=[O:51])[CH3:50].N12CCCN=C1CCCCC2, predict the reaction product. (4) Given the reactants [CH3:1][O:2][C:3]1[CH:12]=[CH:11][C:10]2[C:5](=[CH:6][CH:7]=[CH:8][CH:9]=2)[C:4]=1[CH:13]=O.[C:15]([O:19][C:20](=[O:24])[CH2:21][CH2:22][NH2:23])([CH3:18])([CH3:17])[CH3:16].[BH4-].[Na+], predict the reaction product. The product is: [C:15]([O:19][C:20](=[O:24])[CH2:21][CH2:22][NH:23][CH2:13][C:4]1[C:5]2[C:10](=[CH:9][CH:8]=[CH:7][CH:6]=2)[CH:11]=[CH:12][C:3]=1[O:2][CH3:1])([CH3:18])([CH3:17])[CH3:16].